The task is: Predict the reaction yield, written as a fraction of the theoretical maximum amount of product (1.0 means a 100% yield; for example, 0.34 means a 34% yield).. This data is from Reaction yield outcomes from USPTO patents with 853,638 reactions. (1) The reactants are [CH:1]([NH:4][CH2:5][CH2:6][NH2:7])([CH3:3])[CH3:2].Cl[C:9]1[N:14]=[C:13]([O:15][CH3:16])[C:12]([N+:17]([O-:19])=[O:18])=[C:11]([O:20][CH3:21])[N:10]=1. The catalyst is C(O)C. The product is [CH3:16][O:15][C:13]1[C:12]([N+:17]([O-:19])=[O:18])=[C:11]([O:20][CH3:21])[N:10]=[C:9]([NH:7][CH2:6][CH2:5][NH:4][CH:1]([CH3:3])[CH3:2])[N:14]=1. The yield is 0.740. (2) The reactants are [C:1](N1C=CC=CC1=O)(N1C=CC=CC1=O)=[S:2].[CH3:17][C:18]1[CH:19]=[C:20]2[C:25](=[C:26]([CH3:28])[CH:27]=1)[CH:24]=[N:23][C:22]([NH2:29])=[CH:21]2. The catalyst is ClCCl. The product is [N:29]([C:22]1[N:23]=[CH:24][C:25]2[C:20]([CH:21]=1)=[CH:19][C:18]([CH3:17])=[CH:27][C:26]=2[CH3:28])=[C:1]=[S:2]. The yield is 0.0800. (3) The reactants are C(O[C:6](=O)[N:7]([CH2:9][C:10]1[CH:11]=[N:12][C:13]([F:40])=[CH:14][C:15]=1[C:16]1[C:21]2[S:22][C:23]([C:25]3[C:30]([F:31])=[CH:29][N:28]=[C:27]([NH:32][CH2:33][CH2:34][N:35]4[CH:39]=[CH:38][N:37]=[N:36]4)[N:26]=3)=[CH:24][C:20]=2[CH:19]=[CH:18][CH:17]=1)C)(C)(C)C.C(O)(C(F)(F)F)=O. The catalyst is C(Cl)Cl. The product is [N:35]1([CH2:34][CH2:33][NH:32][C:27]2[N:26]=[C:25]([C:23]3[S:22][C:21]4[C:16]([C:15]5[C:10]([CH2:9][NH:7][CH3:6])=[CH:11][N:12]=[C:13]([F:40])[CH:14]=5)=[CH:17][CH:18]=[CH:19][C:20]=4[CH:24]=3)[C:30]([F:31])=[CH:29][N:28]=2)[CH:39]=[CH:38][N:37]=[N:36]1. The yield is 0.830. (4) The reactants are Cl[CH2:2][S:3]([NH:6][C:7]1[CH:8]=[C:9]2[C:14](=[CH:15][CH:16]=1)[CH:13]=[N:12][CH:11]=[CH:10]2)(=[O:5])=[O:4].[NH2:17][C:18]1[CH:19]=[C:20]([CH:25]=[CH:26][CH:27]=1)[C:21]([NH:23][CH3:24])=[O:22]. The catalyst is CO. The product is [NH3:6].[CH:13]1[C:14]2[C:9](=[CH:8][C:7]([NH:6][S:3]([CH2:2][NH:17][C:18]3[CH:19]=[C:20]([CH:25]=[CH:26][CH:27]=3)[C:21]([NH:23][CH3:24])=[O:22])(=[O:5])=[O:4])=[CH:16][CH:15]=2)[CH:10]=[CH:11][N:12]=1. The yield is 0.0200. (5) The reactants are [C:1]([O:5][C:6](=[O:16])[NH:7][C:8]1[CH:13]=[CH:12][CH:11]=[C:10]([C:14]#[CH:15])[CH:9]=1)([CH3:4])([CH3:3])[CH3:2].[F:17][CH:18]([F:27])[O:19][C:20]1[CH:25]=[CH:24][C:23](I)=[CH:22][CH:21]=1.CCN(CC)CC.C(#N)C. The catalyst is CCOC(C)=O.[Cu]I.Cl[Pd](Cl)([P](C1C=CC=CC=1)(C1C=CC=CC=1)C1C=CC=CC=1)[P](C1C=CC=CC=1)(C1C=CC=CC=1)C1C=CC=CC=1. The product is [C:1]([O:5][C:6](=[O:16])[NH:7][C:8]1[CH:13]=[CH:12][CH:11]=[C:10]([C:14]#[C:15][C:23]2[CH:24]=[CH:25][C:20]([O:19][CH:18]([F:27])[F:17])=[CH:21][CH:22]=2)[CH:9]=1)([CH3:4])([CH3:3])[CH3:2]. The yield is 1.00. (6) The reactants are Br[C:2]1[CH:7]=[C:6]([F:8])[CH:5]=[C:4]([F:9])[CH:3]=1.CC(C1C=C(C(C)C)C(C2C=CC=CC=2P(C2CCCCC2)C2CCCCC2)=C(C(C)C)C=1)C.C(=O)([O-])[O-].[K+].[K+].[NH:50]1[CH2:55][CH2:54][O:53][CH2:52][CH2:51]1. The catalyst is O.CCOCC.C1C=CC(/C=C/C(/C=C/C2C=CC=CC=2)=O)=CC=1.C1C=CC(/C=C/C(/C=C/C2C=CC=CC=2)=O)=CC=1.C1C=CC(/C=C/C(/C=C/C2C=CC=CC=2)=O)=CC=1.[Pd].[Pd]. The product is [F:9][C:4]1[CH:3]=[C:2]([N:50]2[CH2:55][CH2:54][O:53][CH2:52][CH2:51]2)[CH:7]=[C:6]([F:8])[CH:5]=1. The yield is 0.300. (7) The reactants are [Br:1][C:2]1[C:3]([OH:17])=[CH:4][C:5]2[C:6]([CH3:16])([CH3:15])[CH2:7][CH:8]=[C:9]([CH:12]([CH3:14])[CH3:13])[C:10]=2[CH:11]=1.[CH2:18](Br)[C:19]1[CH:24]=[CH:23][CH:22]=[CH:21][CH:20]=1. No catalyst specified. The product is [CH2:18]([O:17][C:3]1[CH:4]=[C:5]2[C:10]([C:9]([CH:12]([CH3:13])[CH3:14])=[CH:8][CH2:7][C:6]2([CH3:15])[CH3:16])=[CH:11][C:2]=1[Br:1])[C:19]1[CH:24]=[CH:23][CH:22]=[CH:21][CH:20]=1. The yield is 1.00. (8) The reactants are Cl[C:2]1[N:7]=[CH:6][N:5]=[C:4]([O:8][C:9]2[CH:14]=[CH:13][C:12]([NH:15][C:16]([NH:18][C:19]3[CH:24]=[CH:23][CH:22]=[CH:21][CH:20]=3)=[O:17])=[CH:11][CH:10]=2)[CH:3]=1.[F:25][C:26]1[CH:27]=[C:28]([CH:30]=[C:31]([F:33])[CH:32]=1)[NH2:29].C(OCC)(=O)C.O. The catalyst is CN1CCCC1=O.CCCCCC. The product is [F:25][C:26]1[CH:27]=[C:28]([NH:29][C:2]2[N:7]=[CH:6][N:5]=[C:4]([O:8][C:9]3[CH:14]=[CH:13][C:12]([NH:15][C:16]([NH:18][C:19]4[CH:24]=[CH:23][CH:22]=[CH:21][CH:20]=4)=[O:17])=[CH:11][CH:10]=3)[CH:3]=2)[CH:30]=[C:31]([F:33])[CH:32]=1. The yield is 0.200.